This data is from NCI-60 drug combinations with 297,098 pairs across 59 cell lines. The task is: Regression. Given two drug SMILES strings and cell line genomic features, predict the synergy score measuring deviation from expected non-interaction effect. (1) Drug 1: C1=C(C(=O)NC(=O)N1)F. Drug 2: CN(CC1=CN=C2C(=N1)C(=NC(=N2)N)N)C3=CC=C(C=C3)C(=O)NC(CCC(=O)O)C(=O)O. Cell line: HL-60(TB). Synergy scores: CSS=80.8, Synergy_ZIP=0.266, Synergy_Bliss=-0.0788, Synergy_Loewe=-14.1, Synergy_HSA=0.744. (2) Drug 1: CC1=C(C(=CC=C1)Cl)NC(=O)C2=CN=C(S2)NC3=CC(=NC(=N3)C)N4CCN(CC4)CCO. Synergy scores: CSS=48.0, Synergy_ZIP=5.80, Synergy_Bliss=8.36, Synergy_Loewe=8.87, Synergy_HSA=10.0. Drug 2: CC1C(C(CC(O1)OC2CC(CC3=C2C(=C4C(=C3O)C(=O)C5=CC=CC=C5C4=O)O)(C(=O)C)O)N)O. Cell line: HCT-15. (3) Cell line: SW-620. Drug 1: CS(=O)(=O)C1=CC(=C(C=C1)C(=O)NC2=CC(=C(C=C2)Cl)C3=CC=CC=N3)Cl. Synergy scores: CSS=35.6, Synergy_ZIP=-1.40, Synergy_Bliss=1.67, Synergy_Loewe=-5.43, Synergy_HSA=-0.413. Drug 2: CC(CN1CC(=O)NC(=O)C1)N2CC(=O)NC(=O)C2. (4) Cell line: CAKI-1. Drug 1: CC(C1=C(C=CC(=C1Cl)F)Cl)OC2=C(N=CC(=C2)C3=CN(N=C3)C4CCNCC4)N. Drug 2: C1C(C(OC1N2C=NC3=C(N=C(N=C32)Cl)N)CO)O. Synergy scores: CSS=25.9, Synergy_ZIP=-7.17, Synergy_Bliss=-2.37, Synergy_Loewe=-3.46, Synergy_HSA=-0.411.